From a dataset of Full USPTO retrosynthesis dataset with 1.9M reactions from patents (1976-2016). Predict the reactants needed to synthesize the given product. Given the product [C:27]([NH:31][C:24](=[O:25])[CH2:23][C:14]1[C:15]2[C:20](=[CH:19][CH:18]=[CH:17][CH:16]=2)[C:21](=[O:22])[N:12]([NH:11][C:9](=[O:10])[CH2:8][C:5]2[CH:6]=[CH:7][C:2]([Cl:1])=[CH:3][CH:4]=2)[N:13]=1)([CH3:30])([CH3:29])[CH3:28], predict the reactants needed to synthesize it. The reactants are: [Cl:1][C:2]1[CH:7]=[CH:6][C:5]([CH2:8][C:9]([NH:11][N:12]2[C:21](=[O:22])[C:20]3[C:15](=[CH:16][CH:17]=[CH:18][CH:19]=3)[C:14]([CH2:23][C:24](O)=[O:25])=[N:13]2)=[O:10])=[CH:4][CH:3]=1.[C:27]([NH2:31])([CH3:30])([CH3:29])[CH3:28].